Dataset: Full USPTO retrosynthesis dataset with 1.9M reactions from patents (1976-2016). Task: Predict the reactants needed to synthesize the given product. (1) Given the product [CH3:1][C:2]1[CH:6]=[C:5]([CH3:7])[N:4]([CH2:8][C:9]([NH:11][C:12]2[CH:17]=[C:16]([C:18]([C:20]3[C:28]4[CH:27]=[N:26][CH:25]=[N:24][C:23]=4[N:22]([CH2:30][C:31]4([OH:29])[CH2:33][CH2:32]4)[CH:21]=3)=[O:19])[CH:15]=[CH:14][N:13]=2)=[O:10])[N:3]=1, predict the reactants needed to synthesize it. The reactants are: [CH3:1][C:2]1[CH:6]=[C:5]([CH3:7])[N:4]([CH2:8][C:9]([NH:11][C:12]2[CH:17]=[C:16]([C:18]([C:20]3[C:28]4[CH:27]=[N:26][CH:25]=[N:24][C:23]=4[NH:22][CH:21]=3)=[O:19])[CH:15]=[CH:14][N:13]=2)=[O:10])[N:3]=1.[O:29]1[C:31]2([CH2:33][CH2:32]2)[CH2:30]1. (2) The reactants are: [Cl:1][C:2]1[CH:3]=[C:4]([CH:7]=[CH:8][C:9]=1[Cl:10])[CH:5]=O.C([O:13][C:14](=O)[CH2:15][C:16]#[N:17])C.S(O)(O)(=O)=O.C[NH:25][C:26](=[NH:28])[SH:27].[C:29](=O)([O-])[O-].[K+].[K+]. Given the product [Cl:1][C:2]1[CH:3]=[C:4]([C:5]2[N:28]=[C:26]([S:27][CH3:29])[N:25]=[C:14]([OH:13])[C:15]=2[C:16]#[N:17])[CH:7]=[CH:8][C:9]=1[Cl:10], predict the reactants needed to synthesize it. (3) Given the product [CH3:29][O:28][C:21]1[CH:22]=[C:23]([O:26][CH3:27])[CH:24]=[CH:25][C:20]=1[CH:18]1[C:9]2[CH:10]=[CH:11][C:12]3[C:17](=[N:16][CH:15]=[CH:14][CH:13]=3)[C:8]=2[NH:7][S:3](=[O:5])(=[O:4])[N:2]1[CH3:1], predict the reactants needed to synthesize it. The reactants are: [CH3:1][NH:2][S:3](Cl)(=[O:5])=[O:4].[NH2:7][C:8]1[C:9]([C:18]([C:20]2[CH:25]=[CH:24][C:23]([O:26][CH3:27])=[CH:22][C:21]=2[O:28][CH3:29])=O)=[CH:10][CH:11]=[C:12]2[C:17]=1[N:16]=[CH:15][CH:14]=[CH:13]2.[BH4-].[Na+]. (4) Given the product [CH3:1][O:2][N:3]([CH3:21])[C:4]([C@H:6]1[CH2:7][CH2:8][C@@H:9]([C:12]2([C:13]3[CH:18]=[CH:17][C:16]([Cl:19])=[CH:15][CH:14]=3)[O:24][CH2:22][CH2:23][O:20]2)[CH2:10][CH2:11]1)=[O:5], predict the reactants needed to synthesize it. The reactants are: [CH3:1][O:2][N:3]([CH3:21])[C:4]([C@H:6]1[CH2:11][CH2:10][C@@H:9]([C:12](=[O:20])[C:13]2[CH:18]=[CH:17][C:16]([Cl:19])=[CH:15][CH:14]=2)[CH2:8][CH2:7]1)=[O:5].[CH2:22]([O:24]C(OCC)OCC)[CH3:23].C(O)CO. (5) Given the product [OH2:1].[OH:10][P:8]([OH:12])([OH:11])=[O:9].[O:1]=[W:2](=[O:4])=[O:3].[O:1]=[W:2](=[O:4])=[O:3].[O:1]=[W:2](=[O:4])=[O:3].[O:1]=[W:2](=[O:4])=[O:3].[O:1]=[W:2](=[O:4])=[O:3].[O:1]=[W:2](=[O:4])=[O:3].[O:1]=[W:2](=[O:4])=[O:3].[O:1]=[W:2](=[O:4])=[O:3].[O:1]=[W:2](=[O:4])=[O:3].[O:1]=[W:2](=[O:4])=[O:3].[O:1]=[W:2](=[O:4])=[O:3].[O:1]=[W:2](=[O:4])=[O:3], predict the reactants needed to synthesize it. The reactants are: [O-:1][W:2]([O-])(=[O:4])=[O:3].[Na+].[Na+].[P:8](=[O:12])([OH:11])([OH:10])[OH:9].S(=O)(=O)(O)O.OO.